This data is from Catalyst prediction with 721,799 reactions and 888 catalyst types from USPTO. The task is: Predict which catalyst facilitates the given reaction. (1) Reactant: [N:1]1([C:8]([O:10][C:11]([CH3:14])([CH3:13])[CH3:12])=[O:9])[CH2:7][CH2:6][C@H:2]1[C:3]([OH:5])=[O:4].O[N:16]1[C:21](=[O:22])[CH2:20][CH2:19][C:17]1=[O:18].C(Cl)CCl. Product: [N:1]1([C:8]([O:10][C:11]([CH3:14])([CH3:13])[CH3:12])=[O:9])[CH2:7][CH2:6][C@H:2]1[C:3]([O:5][N:16]1[C:21](=[O:22])[CH2:20][CH2:19][C:17]1=[O:18])=[O:4]. The catalyst class is: 1. (2) Reactant: [H-].[Na+].[N:3]1[C:8]([CH2:9][OH:10])=[CH:7][CH:6]=[CH:5][C:4]=1[CH2:11][OH:12].[C:13]([Si:17]([CH3:20])([CH3:19])Cl)([CH3:16])([CH3:15])[CH3:14]. Product: [Si:17]([O:12][CH2:11][C:4]1[CH:5]=[CH:6][CH:7]=[C:8]([CH2:9][OH:10])[N:3]=1)([C:13]([CH3:16])([CH3:15])[CH3:14])([CH3:20])[CH3:19]. The catalyst class is: 3. (3) Reactant: [CH3:1][O:2][C:3]1[C:12]2[C:7](=[CH:8][CH:9]=[CH:10][CH:11]=2)[CH:6]=[CH:5][CH:4]=1.[Cl:13][S:14](O)(=[O:16])=[O:15].P(Cl)(Cl)(Cl)(Cl)Cl. Product: [CH3:1][O:2][C:3]1[C:12]2[C:7](=[CH:8][CH:9]=[CH:10][CH:11]=2)[C:6]([S:14]([Cl:13])(=[O:16])=[O:15])=[CH:5][CH:4]=1. The catalyst class is: 4. (4) Reactant: [CH3:1][O:2][C:3]1[CH:8]=[CH:7][C:6]([C:9]2[CH:14]=[C:13]([C:15]3[S:16][CH:17]=[CH:18][CH:19]=3)[NH:12][C:11](=[S:20])[C:10]=2[C:21]#[N:22])=[CH:5][CH:4]=1.C([O-])([O-])=O.[K+].[K+].Br[CH:30]([C:33]1[CH:38]=[CH:37][CH:36]=[CH:35][CH:34]=1)[CH2:31][OH:32]. Product: [OH:32][CH2:31][CH:30]([S:20][C:11]1[N:12]=[C:13]([C:15]2[S:16][CH:17]=[CH:18][CH:19]=2)[CH:14]=[C:9]([C:6]2[CH:7]=[CH:8][C:3]([O:2][CH3:1])=[CH:4][CH:5]=2)[C:10]=1[C:21]#[N:22])[C:33]1[CH:38]=[CH:37][CH:36]=[CH:35][CH:34]=1. The catalyst class is: 21. (5) Reactant: [Br:1][C:2]1[CH:17]=[CH:16][C:5]([N:6]([CH3:15])[C:7](=O)[C:8]2[CH:13]=[CH:12][CH:11]=[CH:10][CH:9]=2)=[C:4]([NH2:18])[CH:3]=1.O.C1(C)C=CC(S(O)(=O)=O)=CC=1. Product: [Br:1][C:2]1[CH:17]=[CH:16][C:5]2[N:6]([CH3:15])[C:7]([C:8]3[CH:13]=[CH:12][CH:11]=[CH:10][CH:9]=3)=[N:18][C:4]=2[CH:3]=1. The catalyst class is: 113.